Dataset: Reaction yield outcomes from USPTO patents with 853,638 reactions. Task: Predict the reaction yield, written as a fraction of the theoretical maximum amount of product (1.0 means a 100% yield; for example, 0.34 means a 34% yield). (1) The reactants are Cl[C:2]1[S:3][C:4]2[CH:10]=[C:9]([O:11][CH3:12])[CH:8]=[CH:7][C:5]=2[N:6]=1.[NH2:13][C:14]1[CH:19]=[C:18]([Cl:20])[C:17]([OH:21])=[C:16]([Cl:22])[CH:15]=1.C([O-])([O-])=O.[K+].[K+]. The catalyst is CS(C)=O. The product is [Cl:20][C:18]1[CH:19]=[C:14]([NH2:13])[CH:15]=[C:16]([Cl:22])[C:17]=1[O:21][C:2]1[S:3][C:4]2[CH:10]=[C:9]([O:11][CH3:12])[CH:8]=[CH:7][C:5]=2[N:6]=1. The yield is 0.560. (2) The yield is 1.00. The reactants are Br.Br.[CH3:3][C:4]([NH2:9])([CH3:8])[CH2:5][CH2:6][NH2:7].C[O-].[Na+].[Br:13][C:14]#[N:15]. The product is [BrH:13].[CH3:3][C:4]1([CH3:8])[CH2:5][CH2:6][NH:7][C:14]([NH2:15])=[N:9]1. The catalyst is CO.O. (3) The reactants are [OH:1][CH:2]1[CH2:7][CH2:6][NH:5][CH2:4][CH2:3]1.C([O-])([O-])=O.[Na+].[Na+].[CH3:14][C:15]([O:18][C:19](O[C:19]([O:18][C:15]([CH3:17])([CH3:16])[CH3:14])=[O:20])=[O:20])([CH3:17])[CH3:16]. The catalyst is C1COCC1.O. The product is [OH:1][CH:2]1[CH2:7][CH2:6][N:5]([C:19]([O:18][C:15]([CH3:17])([CH3:16])[CH3:14])=[O:20])[CH2:4][CH2:3]1. The yield is 0.900.